This data is from NCI-60 drug combinations with 297,098 pairs across 59 cell lines. The task is: Regression. Given two drug SMILES strings and cell line genomic features, predict the synergy score measuring deviation from expected non-interaction effect. (1) Drug 1: C1CN(CCN1C(=O)CCBr)C(=O)CCBr. Drug 2: COCCOC1=C(C=C2C(=C1)C(=NC=N2)NC3=CC=CC(=C3)C#C)OCCOC.Cl. Cell line: CAKI-1. Synergy scores: CSS=9.04, Synergy_ZIP=-2.53, Synergy_Bliss=1.12, Synergy_Loewe=0.0776, Synergy_HSA=0.930. (2) Drug 1: CCC1=CC2CC(C3=C(CN(C2)C1)C4=CC=CC=C4N3)(C5=C(C=C6C(=C5)C78CCN9C7C(C=CC9)(C(C(C8N6C)(C(=O)OC)O)OC(=O)C)CC)OC)C(=O)OC. Cell line: HCT116. Drug 2: CC1CCC2CC(C(=CC=CC=CC(CC(C(=O)C(C(C(=CC(C(=O)CC(OC(=O)C3CCCCN3C(=O)C(=O)C1(O2)O)C(C)CC4CCC(C(C4)OC)OP(=O)(C)C)C)C)O)OC)C)C)C)OC. Synergy scores: CSS=36.6, Synergy_ZIP=3.45, Synergy_Bliss=1.36, Synergy_Loewe=-13.7, Synergy_HSA=1.59. (3) Drug 1: CCC1=CC2CC(C3=C(CN(C2)C1)C4=CC=CC=C4N3)(C5=C(C=C6C(=C5)C78CCN9C7C(C=CC9)(C(C(C8N6C)(C(=O)OC)O)OC(=O)C)CC)OC)C(=O)OC.C(C(C(=O)O)O)(C(=O)O)O. Drug 2: N.N.Cl[Pt+2]Cl. Cell line: SF-539. Synergy scores: CSS=36.5, Synergy_ZIP=-0.358, Synergy_Bliss=0.547, Synergy_Loewe=-37.1, Synergy_HSA=1.12. (4) Cell line: A498. Synergy scores: CSS=19.1, Synergy_ZIP=-4.06, Synergy_Bliss=-0.168, Synergy_Loewe=-5.67, Synergy_HSA=0.187. Drug 2: C1=NC2=C(N=C(N=C2N1C3C(C(C(O3)CO)O)F)Cl)N. Drug 1: CC(C1=C(C=CC(=C1Cl)F)Cl)OC2=C(N=CC(=C2)C3=CN(N=C3)C4CCNCC4)N. (5) Drug 1: C1CCC(C1)C(CC#N)N2C=C(C=N2)C3=C4C=CNC4=NC=N3. Drug 2: CC1CCC2CC(C(=CC=CC=CC(CC(C(=O)C(C(C(=CC(C(=O)CC(OC(=O)C3CCCCN3C(=O)C(=O)C1(O2)O)C(C)CC4CCC(C(C4)OC)O)C)C)O)OC)C)C)C)OC. Cell line: 786-0. Synergy scores: CSS=38.1, Synergy_ZIP=1.24, Synergy_Bliss=3.53, Synergy_Loewe=-8.68, Synergy_HSA=5.55.